The task is: Predict the reactants needed to synthesize the given product.. This data is from Full USPTO retrosynthesis dataset with 1.9M reactions from patents (1976-2016). (1) Given the product [Br:1][C:2]1[CH:3]=[N:4][C:5]2[N:6]([N:8]=[C:9]([C:11]([N:26]3[CH2:25][CH2:24][N:23]4[C:19]([C:16]5[CH:17]=[CH:18][O:14][CH:15]=5)=[N:20][N:21]=[C:22]4[CH:27]3[CH3:28])=[O:13])[CH:10]=2)[CH:7]=1, predict the reactants needed to synthesize it. The reactants are: [Br:1][C:2]1[CH:3]=[N:4][C:5]2[N:6]([N:8]=[C:9]([C:11]([OH:13])=O)[CH:10]=2)[CH:7]=1.[O:14]1[CH:18]=[CH:17][C:16]([C:19]2[N:23]3[CH2:24][CH2:25][NH:26][CH:27]([CH3:28])[C:22]3=[N:21][N:20]=2)=[CH:15]1. (2) The reactants are: [OH:1][CH2:2][C:3]([O:5][CH2:6][CH3:7])=[O:4].[H-].[Na+].Br[CH2:11][CH2:12][CH2:13][O:14][Si:15]([C:18]([CH3:21])([CH3:20])[CH3:19])([CH3:17])[CH3:16].C(OCC)(=O)C. Given the product [Si:15]([O:14][CH2:13][CH2:12][CH2:11][O:1][CH2:2][C:3]([O:5][CH2:6][CH3:7])=[O:4])([C:18]([CH3:19])([CH3:20])[CH3:21])([CH3:17])[CH3:16], predict the reactants needed to synthesize it. (3) Given the product [NH2:22][C:20]1[C:19]([F:25])=[CH:18][C:3]([CH2:4][CH:5]2[CH2:10][CH2:9][N:8]([C:11]([O:13][C:14]([CH3:17])([CH3:16])[CH3:15])=[O:12])[CH2:7][CH2:6]2)=[C:2]([Cl:1])[CH:21]=1, predict the reactants needed to synthesize it. The reactants are: [Cl:1][C:2]1[CH:21]=[C:20]([N+:22]([O-])=O)[C:19]([F:25])=[CH:18][C:3]=1[CH:4]=[C:5]1[CH2:10][CH2:9][N:8]([C:11]([O:13][C:14]([CH3:17])([CH3:16])[CH3:15])=[O:12])[CH2:7][CH2:6]1. (4) Given the product [Br:1][C:2]1[CH:3]=[C:4]([CH:8]=[CH:9][C:10]=1[CH3:11])[C:5]([NH2:16])=[O:6], predict the reactants needed to synthesize it. The reactants are: [Br:1][C:2]1[CH:3]=[C:4]([CH:8]=[CH:9][C:10]=1[CH3:11])[C:5](O)=[O:6].[Cl-].[NH4+].CC[N:16](CC)CC. (5) The reactants are: Br[CH2:2][C:3]1[CH:10]=[C:9]([C:11]2[CH2:15][C:14]([C:20]3[CH:25]=[C:24]([Cl:26])[CH:23]=[C:22]([Cl:27])[CH:21]=3)([C:16]([F:19])([F:18])[F:17])[O:13][N:12]=2)[CH:8]=[CH:7][C:4]=1[C:5]#[N:6].[N:28]1[CH:33]=[CH:32][CH:31]=[CH:30][C:29]=1[CH2:34][NH2:35].C(=O)([O-])[O-].[K+].[K+]. Given the product [Cl:27][C:22]1[CH:21]=[C:20]([C:14]2([C:16]([F:18])([F:17])[F:19])[O:13][N:12]=[C:11]([C:9]3[CH:10]=[C:3]4[C:4](=[CH:7][CH:8]=3)[C:5](=[NH:6])[N:35]([CH2:34][C:29]3[CH:30]=[CH:31][CH:32]=[CH:33][N:28]=3)[CH2:2]4)[CH2:15]2)[CH:25]=[C:24]([Cl:26])[CH:23]=1, predict the reactants needed to synthesize it. (6) Given the product [CH2:32]([O:39][C:40](=[O:41])[NH:42][CH2:43][C@H:44]1[CH2:49][CH2:48][C@H:47]([C:50](=[O:51])[NH:10][CH2:9][C:4]2[C:3]([Cl:2])=[N:8][CH:7]=[CH:6][N:5]=2)[CH2:46][CH2:45]1)[C:33]1[CH:38]=[CH:37][CH:36]=[CH:35][CH:34]=1, predict the reactants needed to synthesize it. The reactants are: Cl.[Cl:2][C:3]1[C:4]([CH2:9][NH2:10])=[N:5][CH:6]=[CH:7][N:8]=1.Cl.CN(C)CCCN=C=NCC.C(N(CC)C(C)C)(C)C.[CH2:32]([O:39][C:40]([NH:42][CH2:43][C@H:44]1[CH2:49][CH2:48][C@H:47]([C:50](O)=[O:51])[CH2:46][CH2:45]1)=[O:41])[C:33]1[CH:38]=[CH:37][CH:36]=[CH:35][CH:34]=1.